This data is from Reaction yield outcomes from USPTO patents with 853,638 reactions. The task is: Predict the reaction yield, written as a fraction of the theoretical maximum amount of product (1.0 means a 100% yield; for example, 0.34 means a 34% yield). (1) The reactants are [C:1]1([CH2:7][CH2:8][CH2:9][N:10]2[CH2:15][CH2:14][NH:13][CH2:12][CH2:11]2)[CH:6]=[CH:5][CH:4]=[CH:3][CH:2]=1.Br[CH2:17][CH2:18][O:19][CH2:20][C:21]1[CH:26]=[CH:25][CH:24]=[CH:23][CH:22]=1. The catalyst is CO.C(OCC)(=O)C.O. The product is [CH2:20]([O:19][CH2:18][CH2:17][N:13]1[CH2:12][CH2:11][N:10]([CH2:9][CH2:8][CH2:7][C:1]2[CH:6]=[CH:5][CH:4]=[CH:3][CH:2]=2)[CH2:15][CH2:14]1)[C:21]1[CH:26]=[CH:25][CH:24]=[CH:23][CH:22]=1. The yield is 0.790. (2) The reactants are [Cl:1][C:2]1[CH:7]=[CH:6][C:5]([C:8]2[C:12]([CH2:13][O:14][C:15]3[CH:23]=[CH:22][C:18]([C:19]([OH:21])=O)=[CH:17][N:16]=3)=[CH:11][O:10][N:9]=2)=[CH:4][CH:3]=1.[NH2:24][CH2:25][CH2:26][CH2:27][OH:28]. No catalyst specified. The product is [Cl:1][C:2]1[CH:3]=[CH:4][C:5]([C:8]2[C:12]([CH2:13][O:14][C:15]3[CH:23]=[CH:22][C:18]([C:19]([NH:24][CH2:25][CH2:26][CH2:27][OH:28])=[O:21])=[CH:17][N:16]=3)=[CH:11][O:10][N:9]=2)=[CH:6][CH:7]=1. The yield is 0.600. (3) The reactants are [NH:1]1[C:9]2[C:4](=[CH:5][C:6]([CH2:10][NH:11][CH3:12])=[CH:7][CH:8]=2)[CH:3]=[CH:2]1.Cl.[O:14]=[C:15]1[NH:24][C:23]2[N:22]=[CH:21][C:20](/[CH:25]=[CH:26]/[C:27]([OH:29])=O)=[CH:19][C:18]=2[CH2:17][CH2:16]1. No catalyst specified. The product is [NH:1]1[C:9]2[C:4](=[CH:5][C:6]([CH2:10][N:11]([CH3:12])[C:27](=[O:29])/[CH:26]=[CH:25]/[C:20]3[CH:21]=[N:22][C:23]4[NH:24][C:15](=[O:14])[CH2:16][CH2:17][C:18]=4[CH:19]=3)=[CH:7][CH:8]=2)[CH:3]=[CH:2]1. The yield is 0.390. (4) The reactants are [OH:1][C@@H:2]1[CH2:7][CH2:6][C@H:5]([NH:8][C:9]2[N:14]=[C:13]([C:15](OCC)=[O:16])[C:12]([N+:20]([O-])=O)=[C:11]([NH:23][C:24]3[CH:29]=[CH:28][CH:27]=[CH:26][C:25]=3[O:30][CH3:31])[N:10]=2)[CH2:4][CH2:3]1.ClC1N=C([C:39](OCC)=[O:40])C([N+]([O-])=O)=C(NC2C=CC=CC=2OC)N=1.[NH2:56][C@@H]1CC[C@H](O)CC1.C(N(C(C)C)CC)(C)C. The catalyst is CN(C)C=O. The product is [OH:1][C@@H:2]1[CH2:7][CH2:6][C@H:5]([NH:8][C:9]2[N:10]=[C:11]3[C:12]([NH:20][C:39](=[O:40])[N:23]3[C:24]3[CH:29]=[CH:28][CH:27]=[CH:26][C:25]=3[O:30][CH3:31])=[C:13]([C:15]([NH2:56])=[O:16])[N:14]=2)[CH2:4][CH2:3]1. The yield is 0.930.